From a dataset of Full USPTO retrosynthesis dataset with 1.9M reactions from patents (1976-2016). Predict the reactants needed to synthesize the given product. (1) Given the product [Cl:21][C:22]([C:28]1[CH:29]=[CH:30][C:31]([O:38][CH3:39])=[C:32]([S:34]([NH:1][C:2]2[CH:7]=[CH:6][CH:5]=[CH:4][C:3]=2[NH:8][S:9]([C:12]2[S:16][C:15]3[CH:17]=[CH:18][CH:19]=[CH:20][C:14]=3[CH:13]=2)(=[O:11])=[O:10])(=[O:36])=[O:35])[CH:33]=1)([Cl:27])[C:23]([F:26])([F:25])[F:24], predict the reactants needed to synthesize it. The reactants are: [NH2:1][C:2]1[CH:7]=[CH:6][CH:5]=[CH:4][C:3]=1[NH:8][S:9]([C:12]1[S:16][C:15]2[CH:17]=[CH:18][CH:19]=[CH:20][C:14]=2[CH:13]=1)(=[O:11])=[O:10].[Cl:21][C:22]([C:28]1[CH:29]=[CH:30][C:31]([O:38][CH3:39])=[C:32]([S:34](Cl)(=[O:36])=[O:35])[CH:33]=1)([Cl:27])[C:23]([F:26])([F:25])[F:24]. (2) Given the product [C:1]1([CH2:7][O:8][P:10]2(=[O:15])[CH2:14][CH2:13][CH:12]=[CH:11]2)[CH:6]=[CH:5][CH:4]=[CH:3][CH:2]=1, predict the reactants needed to synthesize it. The reactants are: [C:1]1([CH2:7][OH:8])[CH:6]=[CH:5][CH:4]=[CH:3][CH:2]=1.Cl[P:10]1(=[O:15])[CH2:14][CH2:13][CH:12]=[CH:11]1.ClCCCl. (3) Given the product [CH3:29][N:2]([CH3:1])[C:3]1[N:10]=[C:9]([O:11][C:12]2[CH:17]=[CH:16][C:15]3[B:18]([OH:22])[O:28][CH2:27][C:14]=3[CH:13]=2)[CH:8]=[CH:7][C:4]=1[C:5]#[N:6], predict the reactants needed to synthesize it. The reactants are: [CH3:1][N:2]([CH3:29])[C:3]1[N:10]=[C:9]([O:11][C:12]2[CH:17]=[CH:16][C:15]([B:18]3[O:22]C(C)(C)C(C)(C)O3)=[C:14]([CH:27]=[O:28])[CH:13]=2)[CH:8]=[CH:7][C:4]=1[C:5]#[N:6].[BH4-].[Na+]. (4) The reactants are: [O-]CC.[Na+].CO[C:7]([C:9]1[S:10][CH:11]=[CH:12][C:13]=1[NH:14][C:15](=[O:19])[CH2:16][C:17]#[N:18])=[O:8]. Given the product [OH:8][C:7]1[C:9]2[S:10][CH:11]=[CH:12][C:13]=2[NH:14][C:15](=[O:19])[C:16]=1[C:17]#[N:18], predict the reactants needed to synthesize it. (5) Given the product [CH3:1][S:2]([C:5]1[CH:6]=[C:7]([CH:11]2[CH2:16][CH2:15][CH2:14][NH:13][CH2:12]2)[CH:8]=[CH:9][CH:10]=1)(=[O:4])=[O:3], predict the reactants needed to synthesize it. The reactants are: [CH3:1][S:2]([C:5]1[CH:6]=[C:7]([C:11]2[CH:12]=[N:13][CH:14]=[CH:15][CH:16]=2)[CH:8]=[CH:9][CH:10]=1)(=[O:4])=[O:3].Cl. (6) Given the product [CH3:1][C:2]1[O:6][C:5]([C:7]2[CH:12]=[CH:11][CH:10]=[CH:9][CH:8]=2)=[N:4][C:3]=1[CH2:13][CH:14]=[O:15], predict the reactants needed to synthesize it. The reactants are: [CH3:1][C:2]1[O:6][C:5]([C:7]2[CH:12]=[CH:11][CH:10]=[CH:9][CH:8]=2)=[N:4][C:3]=1[CH2:13][CH2:14][OH:15].CC(OI1(OC(C)=O)(OC(C)=O)OC(=O)C2C1=CC=CC=2)=O.